Task: Predict the reactants needed to synthesize the given product.. Dataset: Full USPTO retrosynthesis dataset with 1.9M reactions from patents (1976-2016) (1) Given the product [C:3]([OH:12])(=[O:2])[CH3:4].[CH3:1][O:2][C:3]([CH:4]1[CH2:9][CH2:8][CH:7]([NH2:10])[CH2:6][CH:5]1[OH:11])=[O:12], predict the reactants needed to synthesize it. The reactants are: [CH3:1][O:2][C:3](=[O:12])[C:4]1[CH:9]=[CH:8][C:7]([NH2:10])=[CH:6][C:5]=1[OH:11]. (2) Given the product [N+:14]([C:5]1[CH:4]=[CH:3][C:2]([CH2:1][C:8]2[CH:9]=[N:10][CH:11]=[CH:12][CH:13]=2)=[CH:7][CH:6]=1)([O-:16])=[O:15], predict the reactants needed to synthesize it. The reactants are: [CH2:1]([C:8]1[CH:9]=[N:10][CH:11]=[CH:12][CH:13]=1)[C:2]1[CH:7]=[CH:6][CH:5]=[CH:4][CH:3]=1.[N+:14]([O-])([OH:16])=[O:15].[OH-].[Na+]. (3) The reactants are: I[C:2]1[S:11][C:5]2[N:6]=[CH:7][N:8]=[C:9]([Cl:10])[C:4]=2[CH:3]=1.[CH2:12](N(CC)CC)[CH3:13].C[Si](C#C)(C)C.CCCC[N+](CCCC)(CCCC)CCCC.[F-]. Given the product [Cl:10][C:9]1[C:4]2[CH:3]=[C:2]([C:12]#[CH:13])[S:11][C:5]=2[N:6]=[CH:7][N:8]=1, predict the reactants needed to synthesize it. (4) Given the product [CH3:4][Si:5]([CH3:15])([CH3:14])[C:6]1[CH:7]=[C:8]([CH:11]=[CH:12][CH:13]=1)[CH2:9][C:1]#[N:2], predict the reactants needed to synthesize it. The reactants are: [C-:1]#[N:2].[K+].[CH3:4][Si:5]([CH3:15])([CH3:14])[C:6]1[CH:7]=[C:8]([CH:11]=[CH:12][CH:13]=1)[CH2:9]Br.